From a dataset of Forward reaction prediction with 1.9M reactions from USPTO patents (1976-2016). Predict the product of the given reaction. (1) The product is: [I:9][C:8]1[C:3]([CH2:2][N:18]([C:22]2[CH:27]=[CH:26][CH:25]=[CH:24][C:23]=2[CH:28]=[CH2:29])[C:19](=[O:21])[CH3:20])=[N:4][CH:5]=[CH:6][CH:7]=1. Given the reactants Br[CH2:2][C:3]1[C:8]([I:9])=[CH:7][CH:6]=[CH:5][N:4]=1.ClC1C(C[N:18]([C:22]2[CH:27]=[CH:26][CH:25]=[CH:24][C:23]=2[CH:28]=[CH2:29])[C:19](=[O:21])[CH3:20])=CC(F)=C(Cl)N=1, predict the reaction product. (2) Given the reactants [NH:1]([C:21]([O:23][C:24]([CH3:27])([CH3:26])[CH3:25])=[O:22])[C@H:2]([C:18]([OH:20])=[O:19])[CH2:3][CH2:4][CH2:5][CH2:6][NH:7][C:8]([O:10][CH2:11][C:12]1[CH:17]=[CH:16][CH:15]=[CH:14][CH:13]=1)=[O:9].[CH3:28]N(C(ON1N=NC2C=CC=CC1=2)=[N+](C)C)C.[B-](F)(F)(F)F.C(N(CC)CC)C, predict the reaction product. The product is: [NH:1]([C:21]([O:23][C:24]([CH3:27])([CH3:26])[CH3:25])=[O:22])[C@H:2]([C:18]([O:20][CH3:28])=[O:19])[CH2:3][CH2:4][CH2:5][CH2:6][NH:7][C:8]([O:10][CH2:11][C:12]1[CH:17]=[CH:16][CH:15]=[CH:14][CH:13]=1)=[O:9]. (3) The product is: [Cl:30][C:31]1[C:32]([O:42][CH3:43])=[CH:33][C:34]([O:40][CH3:41])=[C:35]([Cl:39])[C:36]=1[C:37]#[C:38][C:2]1[CH:3]=[N:4][C:5]([NH:8][C:9]2[CH:14]=[CH:13][C:12]([N:15]3[CH2:20][CH2:19][CH:18]([N:21]4[CH2:26][CH2:25][N:24]([CH3:27])[CH2:23][CH2:22]4)[CH2:17][CH2:16]3)=[C:11]([O:28][CH3:29])[CH:10]=2)=[N:6][CH:7]=1. Given the reactants I[C:2]1[CH:3]=[N:4][C:5]([NH:8][C:9]2[CH:14]=[CH:13][C:12]([N:15]3[CH2:20][CH2:19][CH:18]([N:21]4[CH2:26][CH2:25][N:24]([CH3:27])[CH2:23][CH2:22]4)[CH2:17][CH2:16]3)=[C:11]([O:28][CH3:29])[CH:10]=2)=[N:6][CH:7]=1.[Cl:30][C:31]1[C:36]([C:37]#[CH:38])=[C:35]([Cl:39])[C:34]([O:40][CH3:41])=[CH:33][C:32]=1[O:42][CH3:43].CN(C)C=O.C(N(CC)C(C)C)(C)C, predict the reaction product. (4) Given the reactants [Br:1][C:2]1[CH:3]=[C:4]2[C:8](=[CH:9][CH:10]=1)[NH:7][CH:6]=[C:5]2[CH2:11][CH2:12][NH2:13].[CH:14]1([CH:17]=O)[CH2:16][CH2:15]1, predict the reaction product. The product is: [Br:1][C:2]1[CH:3]=[C:4]2[C:8](=[CH:9][CH:10]=1)[NH:7][CH:6]=[C:5]2[CH2:11][CH2:12][NH:13][CH2:17][CH:14]1[CH2:16][CH2:15]1. (5) Given the reactants C(OC(=O)[NH:7][C:8]1[CH:13]=[C:12]([O:14][CH2:15][C:16]([F:19])([F:18])[F:17])[C:11]([C:20]([F:23])([F:22])[F:21])=[CH:10][C:9]=1[NH:24][C:25](=[O:44])[CH2:26][C:27]([C:29]1[CH:34]=[CH:33][CH:32]=[C:31]([C:35]2[CH:36]=[N:37][C:38]([N:41]([CH3:43])[CH3:42])=[CH:39][CH:40]=2)[CH:30]=1)=O)(C)(C)C.C(O)(C(F)(F)F)=O, predict the reaction product. The product is: [CH3:42][N:41]([CH3:43])[C:38]1[N:37]=[CH:36][C:35]([C:31]2[CH:30]=[C:29]([C:27]3[CH2:26][C:25](=[O:44])[NH:24][C:9]4[CH:10]=[C:11]([C:20]([F:22])([F:21])[F:23])[C:12]([O:14][CH2:15][C:16]([F:19])([F:17])[F:18])=[CH:13][C:8]=4[N:7]=3)[CH:34]=[CH:33][CH:32]=2)=[CH:40][CH:39]=1.